From a dataset of Catalyst prediction with 721,799 reactions and 888 catalyst types from USPTO. Predict which catalyst facilitates the given reaction. (1) Reactant: [Cl:1][C:2]1[CH:7]=[CH:6][C:5]([OH:8])=[CH:4][N:3]=1.[N:9]1[CH:14]=[CH:13][CH:12]=[N:11][C:10]=1[N:15]1[CH2:20][CH2:19][CH:18]([CH2:21]O)[CH2:17][CH2:16]1.C1(P(C2C=CC=CC=2)C2C=CC=CC=2)C=CC=CC=1.N(C(N(C)C)=O)=NC(N(C)C)=O. Product: [Cl:1][C:2]1[N:3]=[CH:4][C:5]([O:8][CH2:21][CH:18]2[CH2:17][CH2:16][N:15]([C:10]3[N:9]=[CH:14][CH:13]=[CH:12][N:11]=3)[CH2:20][CH2:19]2)=[CH:6][CH:7]=1. The catalyst class is: 1. (2) Reactant: Cl.C(OC(=O)[NH:8][C@H:9]([CH2:13][C:14]([N:16]1[CH2:21][CH2:20][N:19]([C:22]2[N:31]=[C:30]([NH2:32])[C:29]3[C:24](=[C:25]([F:37])[C:26]([O:35][CH3:36])=[C:27]([O:33][CH3:34])[CH:28]=3)[N:23]=2)[CH2:18][CH2:17]1)=[O:15])[CH2:10][C:11]#[CH:12])(C)(C)C. Product: [NH2:8][C@@H:9]([CH2:10][C:11]#[CH:12])[CH2:13][C:14]([N:16]1[CH2:17][CH2:18][N:19]([C:22]2[N:31]=[C:30]([NH2:32])[C:29]3[C:24](=[C:25]([F:37])[C:26]([O:35][CH3:36])=[C:27]([O:33][CH3:34])[CH:28]=3)[N:23]=2)[CH2:20][CH2:21]1)=[O:15]. The catalyst class is: 12. (3) Reactant: C(OC(=O)[NH:7][C:8]1[CH:13]=[C:12]([O:14][CH2:15][CH3:16])[C:11]([C:17]([F:20])([F:19])[F:18])=[CH:10][C:9]=1[NH:21][C:22](=[O:42])[CH2:23][C:24]([C:26]1[CH:31]=[CH:30][CH:29]=[C:28]([C:32]2[CH:37]=[C:36]([CH3:38])[N:35]=[C:34]([CH:39]3[CH2:41][CH2:40]3)[CH:33]=2)[CH:27]=1)=O)(C)(C)C.C(O)(C(F)(F)F)=O. Product: [CH:39]1([C:34]2[CH:33]=[C:32]([C:28]3[CH:27]=[C:26]([C:24]4[CH2:23][C:22](=[O:42])[NH:21][C:9]5[CH:10]=[C:11]([C:17]([F:20])([F:19])[F:18])[C:12]([O:14][CH2:15][CH3:16])=[CH:13][C:8]=5[N:7]=4)[CH:31]=[CH:30][CH:29]=3)[CH:37]=[C:36]([CH3:38])[N:35]=2)[CH2:41][CH2:40]1. The catalyst class is: 2.